Dataset: Forward reaction prediction with 1.9M reactions from USPTO patents (1976-2016). Task: Predict the product of the given reaction. (1) Given the reactants [NH2:1][C:2]1[N:6]([CH2:7][C:8]2[CH:13]=[CH:12][CH:11]=[CH:10][C:9]=2[F:14])[N:5]=[C:4]([C:15]([O:17][CH2:18][CH3:19])=[O:16])[C:3]=1[CH:20]=O.[F:22][C:23]([F:28])([F:27])[C:24]([CH3:26])=O.N1CCC[C@H]1C(O)=O, predict the reaction product. The product is: [F:14][C:9]1[CH:10]=[CH:11][CH:12]=[CH:13][C:8]=1[CH2:7][N:6]1[C:2]2=[N:1][C:24]([C:23]([F:28])([F:27])[F:22])=[CH:26][CH:20]=[C:3]2[C:4]([C:15]([O:17][CH2:18][CH3:19])=[O:16])=[N:5]1. (2) Given the reactants [OH-].[Na+].[Br:3][C:4]1[CH:9]=[CH:8][C:7]([N:10]2[C:21]3[C:13](=[C:14]4[N:18]([C:19](=[O:23])[C:20]=3[CH3:22])[CH2:17][CH2:16][CH2:15]4)[N:12]([S:24]([CH:27]3[CH2:29][CH2:28]3)(=[O:26])=[O:25])C2=O)=[C:6]([F:31])[CH:5]=1, predict the reaction product. The product is: [Br:3][C:4]1[CH:9]=[CH:8][C:7]([NH:10][C:21]2[C:13]([NH:12][S:24]([CH:27]3[CH2:28][CH2:29]3)(=[O:25])=[O:26])=[C:14]3[N:18]([CH2:17][CH2:16][CH2:15]3)[C:19](=[O:23])[C:20]=2[CH3:22])=[C:6]([F:31])[CH:5]=1. (3) Given the reactants [SH:1][C:2]1[CH:3]=[C:4]([OH:8])[CH:5]=[CH:6][CH:7]=1.CC(C)([O-])C.[Na+].Br[CH2:16][C:17]([CH3:20])([CH3:19])[CH3:18].[Cl:21][C:22]1[CH:23]=[C:24]([N+:29]([O-:31])=[O:30])[CH:25]=[CH:26][C:27]=1F, predict the reaction product. The product is: [Cl:21][C:22]1[CH:23]=[C:24]([N+:29]([O-:31])=[O:30])[CH:25]=[CH:26][C:27]=1[O:8][C:4]1[CH:5]=[CH:6][CH:7]=[C:2]([S:1][CH2:16][C:17]([CH3:20])([CH3:19])[CH3:18])[CH:3]=1. (4) Given the reactants [N+:1]([C:4]1[CH:9]=[CH:8][C:7]([CH2:10][CH2:11][C:12](Cl)=[O:13])=[CH:6][CH:5]=1)([O-:3])=[O:2].[F:15][C:16]1[CH:21]=[CH:20][CH:19]=[CH:18][CH:17]=1, predict the reaction product. The product is: [F:15][C:16]1[CH:21]=[CH:20][C:19]([C:12](=[O:13])[CH2:11][CH2:10][C:7]2[CH:8]=[CH:9][C:4]([N+:1]([O-:3])=[O:2])=[CH:5][CH:6]=2)=[CH:18][CH:17]=1. (5) Given the reactants [C:1]([C:4]1[CH:5]=[CH:6][C:7]([N:10]2[C:22]3[CH:21]=[CH:20][CH:19]=[C:18]([C:23](O)=O)[C:17]=3[C:16]3[C:11]2=[CH:12][CH:13]=[CH:14][CH:15]=3)=[N:8][CH:9]=1)(=[O:3])[NH2:2].[CH:26]1[C:31]([F:32])=[CH:30][C:29]([NH2:33])=[C:28]([NH2:34])[CH:27]=1.F[B-](F)(F)F.C(OC(C(=NOC(N(C)C)=[N+](C)C)C#N)=O)C.C(N(C(C)C)CC)(C)C, predict the reaction product. The product is: [F:32][C:31]1[CH:26]=[CH:27][C:28]2[N:34]=[C:23]([C:18]3[C:17]4[C:16]5[C:11](=[CH:12][CH:13]=[CH:14][CH:15]=5)[N:10]([C:7]5[CH:6]=[CH:5][C:4]([C:1]([NH2:2])=[O:3])=[CH:9][N:8]=5)[C:22]=4[CH:21]=[CH:20][CH:19]=3)[NH:33][C:29]=2[CH:30]=1.